From a dataset of Forward reaction prediction with 1.9M reactions from USPTO patents (1976-2016). Predict the product of the given reaction. (1) Given the reactants [NH2:1][C@@H:2]([CH2:17][C:18]1[CH:23]=[CH:22][CH:21]=[CH:20][CH:19]=1)[C:3]([NH:5][C:6]1[S:7][C:8]([C:11]2[CH:16]=[CH:15][N:14]=[CH:13][CH:12]=2)=[N:9][N:10]=1)=[O:4].[NH:24]1[CH:28]=[C:27]([CH:29]=O)[N:26]=[CH:25]1.[BH3-][C:32]#N.[Na+], predict the reaction product. The product is: [CH3:32][N:24]1[CH:28]=[C:27]([CH2:29][NH:1][C@@H:2]([CH2:17][C:18]2[CH:23]=[CH:22][CH:21]=[CH:20][CH:19]=2)[C:3]([NH:5][C:6]2[S:7][C:8]([C:11]3[CH:16]=[CH:15][N:14]=[CH:13][CH:12]=3)=[N:9][N:10]=2)=[O:4])[N:26]=[CH:25]1. (2) Given the reactants [CH3:1][C@H:2]1[C@@:11]2([CH3:27])[C@H:12]([O:22][C:23]([CH2:25][OH:26])=[O:24])[CH2:13][C@:14]([CH:20]=[CH2:21])([CH3:19])[C@@H:15]([OH:18])[C@H:16]([CH3:17])[C@:5]3([C@@H:10]2[C:8](=[O:9])[CH2:7][CH2:6]3)[CH2:4][CH2:3]1.CCN(CC)CC.[CH3:35][S:36](Cl)(=[O:38])=[O:37], predict the reaction product. The product is: [CH3:1][C@H:2]1[C@@:11]2([CH3:27])[C@H:12]([O:22][C:23]([CH2:25][OH:26])=[O:24])[CH2:13][C@:14]([CH:20]=[CH2:21])([CH3:19])[C@@H:15]([OH:18])[C@H:16]([CH3:17])[C@:5]3([C@@H:10]2[C:8](=[O:9])[CH2:7][CH2:6]3)[CH2:4][CH2:3]1.[S:36]([O-:38])(=[O:9])(=[O:37])[CH3:35]. (3) Given the reactants [Cl:1][C:2]1[CH:14]=[CH:13][C:5]2[NH:6][C:7]([S:9]([CH3:12])(=O)=O)=[N:8][C:4]=2[CH:3]=1.[CH3:15][S:16]([C:19]1[C:27]2[C:22](=C([S-])[CH:24]=[CH:25][CH:26]=2)[NH:21][CH:20]=1)(=[O:18])=[O:17].[Na+], predict the reaction product. The product is: [Cl:1][C:2]1[CH:14]=[CH:13][C:5]2[NH:6][C:7]([S:9][C:12]3[CH:24]=[CH:25][CH:26]=[C:27]4[C:22]=3[NH:21][CH:20]=[C:19]4[S:16]([CH3:15])(=[O:18])=[O:17])=[N:8][C:4]=2[CH:3]=1. (4) Given the reactants [F:1][C:2]1[CH:3]=[C:4]([CH:6]=[CH:7][CH:8]=1)[NH2:5].[OH2:9], predict the reaction product. The product is: [F:1][C:2]1[CH:3]=[C:4]2[C:6]([C:3]([OH:9])=[CH:2][C:8]([CH3:7])=[N:5]2)=[CH:7][CH:8]=1.